Task: Predict the product of the given reaction.. Dataset: Forward reaction prediction with 1.9M reactions from USPTO patents (1976-2016) Given the reactants [OH:1][CH2:2][C:3]1[C:7](=[O:8])[O:6][CH2:5][C:4]=1[N:9]1[CH2:13][CH2:12][C:11]2([CH2:18][CH2:17][N:16]([C:19]([O:21][C:22]([CH3:25])([CH3:24])[CH3:23])=[O:20])[CH2:15][CH2:14]2)[C:10]1=[O:26].CI.Cl[CH2:30]CCl, predict the reaction product. The product is: [CH3:30][O:1][CH2:2][C:3]1[C:7](=[O:8])[O:6][CH2:5][C:4]=1[N:9]1[CH2:13][CH2:12][C:11]2([CH2:14][CH2:15][N:16]([C:19]([O:21][C:22]([CH3:23])([CH3:25])[CH3:24])=[O:20])[CH2:17][CH2:18]2)[C:10]1=[O:26].